This data is from TCR-epitope binding with 47,182 pairs between 192 epitopes and 23,139 TCRs. The task is: Binary Classification. Given a T-cell receptor sequence (or CDR3 region) and an epitope sequence, predict whether binding occurs between them. (1) The epitope is HPVGEADYFEY. The TCR CDR3 sequence is CAISESDPLRGTEAFF. Result: 1 (the TCR binds to the epitope). (2) The epitope is TLIGDCATV. The TCR CDR3 sequence is CASSSRGFGNQPQHF. Result: 1 (the TCR binds to the epitope). (3) Result: 0 (the TCR does not bind to the epitope). The TCR CDR3 sequence is CASSQWTGSYEQYF. The epitope is LLQTGIHVRVSQPSL. (4) The epitope is SEETGTLIV. The TCR CDR3 sequence is CASSPPSGRELDEQFF. Result: 1 (the TCR binds to the epitope). (5) The epitope is QVPLRPMTYK. The TCR CDR3 sequence is CASYPDRGRVNEQFF. Result: 1 (the TCR binds to the epitope). (6) The epitope is SGPLKAEIAQRLED. The TCR CDR3 sequence is CASSYSGTDLTQYF. Result: 0 (the TCR does not bind to the epitope).